This data is from Peptide-MHC class I binding affinity with 185,985 pairs from IEDB/IMGT. The task is: Regression. Given a peptide amino acid sequence and an MHC pseudo amino acid sequence, predict their binding affinity value. This is MHC class I binding data. (1) The peptide sequence is AEWDRVHPV. The binding affinity (normalized) is 0. The MHC is HLA-A03:01 with pseudo-sequence HLA-A03:01. (2) The peptide sequence is MPIRYQTTAV. The MHC is HLA-B51:01 with pseudo-sequence HLA-B51:01. The binding affinity (normalized) is 0.459. (3) The peptide sequence is VHMPKHPEL. The MHC is Mamu-A07 with pseudo-sequence Mamu-A07. The binding affinity (normalized) is 0.520. (4) The peptide sequence is AMDTHLYFE. The MHC is HLA-B15:17 with pseudo-sequence HLA-B15:17. The binding affinity (normalized) is 0.0847. (5) The peptide sequence is ELIAFSSGTV. The MHC is HLA-A02:01 with pseudo-sequence HLA-A02:01. The binding affinity (normalized) is 0.362. (6) The binding affinity (normalized) is 0. The MHC is Patr-B0101 with pseudo-sequence Patr-B0101. The peptide sequence is GVRVCEKMAL. (7) The peptide sequence is HLKRTILAL. The MHC is HLA-B07:02 with pseudo-sequence HLA-B07:02. The binding affinity (normalized) is 0.400.